This data is from NCI-60 drug combinations with 297,098 pairs across 59 cell lines. The task is: Regression. Given two drug SMILES strings and cell line genomic features, predict the synergy score measuring deviation from expected non-interaction effect. (1) Drug 1: C1=NC2=C(N=C(N=C2N1C3C(C(C(O3)CO)O)F)Cl)N. Drug 2: CC1=C(C(=O)C2=C(C1=O)N3CC4C(C3(C2COC(=O)N)OC)N4)N. Cell line: PC-3. Synergy scores: CSS=13.1, Synergy_ZIP=-1.48, Synergy_Bliss=-0.669, Synergy_Loewe=-4.54, Synergy_HSA=-1.98. (2) Drug 1: CS(=O)(=O)OCCCCOS(=O)(=O)C. Drug 2: C1C(C(OC1N2C=NC3=C2NC=NCC3O)CO)O. Cell line: SK-MEL-2. Synergy scores: CSS=6.24, Synergy_ZIP=-0.445, Synergy_Bliss=-12.2, Synergy_Loewe=-9.38, Synergy_HSA=-13.4. (3) Drug 1: C1=CC(=CC=C1CC(C(=O)O)N)N(CCCl)CCCl.Cl. Drug 2: CC1CCC2CC(C(=CC=CC=CC(CC(C(=O)C(C(C(=CC(C(=O)CC(OC(=O)C3CCCCN3C(=O)C(=O)C1(O2)O)C(C)CC4CCC(C(C4)OC)O)C)C)O)OC)C)C)C)OC. Cell line: UACC62. Synergy scores: CSS=15.2, Synergy_ZIP=-8.55, Synergy_Bliss=-6.58, Synergy_Loewe=-8.09, Synergy_HSA=-3.16. (4) Drug 1: CCC1(CC2CC(C3=C(CCN(C2)C1)C4=CC=CC=C4N3)(C5=C(C=C6C(=C5)C78CCN9C7C(C=CC9)(C(C(C8N6C)(C(=O)OC)O)OC(=O)C)CC)OC)C(=O)OC)O.OS(=O)(=O)O. Drug 2: C1=NC2=C(N1)C(=S)N=CN2. Cell line: RPMI-8226. Synergy scores: CSS=31.4, Synergy_ZIP=6.53, Synergy_Bliss=1.22, Synergy_Loewe=-3.34, Synergy_HSA=-1.97. (5) Drug 1: CCCCC(=O)OCC(=O)C1(CC(C2=C(C1)C(=C3C(=C2O)C(=O)C4=C(C3=O)C=CC=C4OC)O)OC5CC(C(C(O5)C)O)NC(=O)C(F)(F)F)O. Synergy scores: CSS=52.3, Synergy_ZIP=-1.79, Synergy_Bliss=0.179, Synergy_Loewe=-24.7, Synergy_HSA=0.370. Drug 2: CN(C(=O)NC(C=O)C(C(C(CO)O)O)O)N=O. Cell line: SW-620. (6) Drug 1: C1=NC2=C(N=C(N=C2N1C3C(C(C(O3)CO)O)O)F)N. Drug 2: CS(=O)(=O)OCCCCOS(=O)(=O)C. Cell line: COLO 205. Synergy scores: CSS=41.7, Synergy_ZIP=-12.1, Synergy_Bliss=-4.35, Synergy_Loewe=-5.78, Synergy_HSA=-1.76. (7) Drug 1: CNC(=O)C1=NC=CC(=C1)OC2=CC=C(C=C2)NC(=O)NC3=CC(=C(C=C3)Cl)C(F)(F)F. Drug 2: CS(=O)(=O)OCCCCOS(=O)(=O)C. Cell line: SF-295. Synergy scores: CSS=7.73, Synergy_ZIP=-3.09, Synergy_Bliss=-3.51, Synergy_Loewe=-2.69, Synergy_HSA=-2.11.